Dataset: Forward reaction prediction with 1.9M reactions from USPTO patents (1976-2016). Task: Predict the product of the given reaction. (1) Given the reactants [CH3:1][C:2]1([CH3:21])[CH:6]([C:7]2[CH:12]=[CH:11][CH:10]=[CH:9][CH:8]=2)[C:5]2[C:13]([CH3:20])=[C:14]([NH2:19])[C:15]([CH3:18])=[C:16]([CH3:17])[C:4]=2[O:3]1.[CH3:22][O:23][C:24]1[CH:32]=[CH:31][C:27]([C:28](Cl)=[O:29])=[CH:26][CH:25]=1.C(N(CC)CC)C, predict the reaction product. The product is: [CH3:22][O:23][C:24]1[CH:32]=[CH:31][C:27]([C:28]([NH:19][C:14]2[C:15]([CH3:18])=[C:16]([CH3:17])[C:4]3[O:3][C:2]([CH3:21])([CH3:1])[CH:6]([C:7]4[CH:8]=[CH:9][CH:10]=[CH:11][CH:12]=4)[C:5]=3[C:13]=2[CH3:20])=[O:29])=[CH:26][CH:25]=1. (2) Given the reactants [CH:1]1([C:4]2[C:5]([O:13][CH2:14][C:15]([F:18])([F:17])[F:16])=[CH:6][C:7]([C:10]([OH:12])=O)=[N:8][CH:9]=2)[CH2:3][CH2:2]1.[CH3:19][C:20]([NH2:23])([CH3:22])[CH3:21], predict the reaction product. The product is: [C:20]([NH:23][C:10]([C:7]1[CH:6]=[C:5]([O:13][CH2:14][C:15]([F:18])([F:17])[F:16])[C:4]([CH:1]2[CH2:2][CH2:3]2)=[CH:9][N:8]=1)=[O:12])([CH3:22])([CH3:21])[CH3:19]. (3) Given the reactants [CH2:1]([O:5][C:6]1[CH:11]=[CH:10][C:9]([S:12]([C:15]2([C:32]([O:34]C)=[O:33])[CH2:20][CH2:19][N:18]([S:21]([C:24]3[CH:29]=[CH:28][C:27]([O:30][CH3:31])=[CH:26][CH:25]=3)(=[O:23])=[O:22])[CH2:17][CH2:16]2)(=[O:14])=[O:13])=[CH:8][CH:7]=1)[C:2]#[C:3][CH3:4].[OH-].[Na+], predict the reaction product. The product is: [CH2:1]([O:5][C:6]1[CH:11]=[CH:10][C:9]([S:12]([C:15]2([C:32]([OH:34])=[O:33])[CH2:20][CH2:19][N:18]([S:21]([C:24]3[CH:25]=[CH:26][C:27]([O:30][CH3:31])=[CH:28][CH:29]=3)(=[O:22])=[O:23])[CH2:17][CH2:16]2)(=[O:13])=[O:14])=[CH:8][CH:7]=1)[C:2]#[C:3][CH3:4]. (4) Given the reactants [O:1]([C:8]1[CH:9]=[C:10]2[C:14](=[CH:15][CH:16]=1)[NH:13][CH:12]=[CH:11]2)[C:2]1[CH:7]=[CH:6][CH:5]=[CH:4][CH:3]=1.[C:17](Cl)(=[O:21])[C:18]([Cl:20])=[O:19], predict the reaction product. The product is: [O:21]=[C:17]([C:11]1[C:10]2[C:14](=[CH:15][CH:16]=[C:8]([O:1][C:2]3[CH:3]=[CH:4][CH:5]=[CH:6][CH:7]=3)[CH:9]=2)[NH:13][CH:12]=1)[C:18]([Cl:20])=[O:19]. (5) Given the reactants [CH2:1]([C:3]1[C:4]([C:11]([O:13][CH3:14])=[O:12])=[C:5]([CH:9]=[O:10])[NH:6][C:7]=1I)[CH3:2].Br[Zn][C:17]1[S:18][CH:19]=[CH:20][CH:21]=1.CN1CCCC1, predict the reaction product. The product is: [CH2:1]([C:3]1[C:4]([C:11]([O:13][CH3:14])=[O:12])=[C:5]([CH:9]=[O:10])[NH:6][C:7]=1[C:17]1[S:18][CH:19]=[CH:20][CH:21]=1)[CH3:2]. (6) Given the reactants [CH:1]1([CH2:7][C@H:8]([NH:21][C:22]([C:24]2[CH:25]=[C:26]([CH:31]=[CH:32][CH:33]=2)[C:27]([O:29]C)=[O:28])=[O:23])[CH2:9][N:10]([CH3:20])[C:11]([O:13][CH2:14][CH2:15][Si:16]([CH3:19])([CH3:18])[CH3:17])=[O:12])[CH2:6][CH2:5][CH2:4][CH2:3][CH2:2]1.O[Li].O, predict the reaction product. The product is: [CH:1]1([CH2:7][C@H:8]([NH:21][C:22]([C:24]2[CH:25]=[C:26]([CH:31]=[CH:32][CH:33]=2)[C:27]([OH:29])=[O:28])=[O:23])[CH2:9][N:10]([CH3:20])[C:11]([O:13][CH2:14][CH2:15][Si:16]([CH3:17])([CH3:18])[CH3:19])=[O:12])[CH2:6][CH2:5][CH2:4][CH2:3][CH2:2]1. (7) Given the reactants [N:1]([CH2:4][C:5]([C:7]1[CH:12]=[CH:11][CH:10]=[C:9]([O:13][C:14]([F:17])([F:16])[F:15])[CH:8]=1)=[O:6])=[N+]=[N-], predict the reaction product. The product is: [NH2:1][CH2:4][C:5]([C:7]1[CH:12]=[CH:11][CH:10]=[C:9]([O:13][C:14]([F:15])([F:16])[F:17])[CH:8]=1)=[O:6].